This data is from Reaction yield outcomes from USPTO patents with 853,638 reactions. The task is: Predict the reaction yield, written as a fraction of the theoretical maximum amount of product (1.0 means a 100% yield; for example, 0.34 means a 34% yield). The reactants are [NH2:1][CH2:2][C@@H:3]([N:5]1[CH:9]=[CH:8][C:7]([C:10]2[CH:17]=[CH:16][C:13]([C:14]#[N:15])=[C:12]([Cl:18])[C:11]=2[CH3:19])=[N:6]1)[CH3:4].[C:20]([C:23]1[O:24][CH:25]=[C:26]([C:28](O)=[O:29])[N:27]=1)(=[O:22])[CH3:21]. No catalyst specified. The product is [C:20]([C:23]1[O:24][CH:25]=[C:26]([C:28]([NH:1][CH2:2][C@@H:3]([N:5]2[CH:9]=[CH:8][C:7]([C:10]3[CH:17]=[CH:16][C:13]([C:14]#[N:15])=[C:12]([Cl:18])[C:11]=3[CH3:19])=[N:6]2)[CH3:4])=[O:29])[N:27]=1)(=[O:22])[CH3:21]. The yield is 0.334.